This data is from Catalyst prediction with 721,799 reactions and 888 catalyst types from USPTO. The task is: Predict which catalyst facilitates the given reaction. (1) Reactant: C(OC([NH:8][CH:9]([C:15]1[CH:20]=[CH:19][CH:18]=[C:17]([O:21][CH2:22][CH2:23][F:24])[CH:16]=1)[CH2:10][C:11]([O:13][CH3:14])=[O:12])=O)(C)(C)C.FC(F)(F)C(O)=O. Product: [NH2:8][CH:9]([C:15]1[CH:20]=[CH:19][CH:18]=[C:17]([O:21][CH2:22][CH2:23][F:24])[CH:16]=1)[CH2:10][C:11]([O:13][CH3:14])=[O:12]. The catalyst class is: 4. (2) Product: [OH:4][C@H:5]([C:6]1[NH:21][C:20](=[O:22])[C:10]2[CH:11]=[N:12][N:13]([CH:14]3[CH2:19][CH2:18][O:17][CH2:16][CH2:15]3)[C:9]=2[N:8]=1)[CH3:23]. Reactant: C([O:4][C@@H:5]([CH3:23])[C:6]([NH:8][C:9]1[N:13]([CH:14]2[CH2:19][CH2:18][O:17][CH2:16][CH2:15]2)[N:12]=[CH:11][C:10]=1[C:20](=[O:22])[NH2:21])=O)(=O)C.C(=O)([O-])[O-].[K+].[K+].C(O)(=O)C. The catalyst class is: 6. (3) Reactant: [Cl:1][C:2]1[CH:3]=[C:4]([C:9]2([C:21]([F:24])([F:23])[F:22])[O:13][N:12]=[C:11]([C:14]3[CH:15]=[C:16]([NH2:20])[CH:17]=[CH:18][CH:19]=3)[CH2:10]2)[CH:5]=[C:6]([Cl:8])[CH:7]=1.Cl[C:26]1[N:31]=[CH:30][CH:29]=[CH:28][N:27]=1.CC1C=CC(S(O)(=O)=O)=CC=1. Product: [Cl:1][C:2]1[CH:3]=[C:4]([C:9]2([C:21]([F:22])([F:24])[F:23])[O:13][N:12]=[C:11]([C:14]3[CH:15]=[C:16]([NH:20][C:26]4[N:31]=[CH:30][CH:29]=[CH:28][N:27]=4)[CH:17]=[CH:18][CH:19]=3)[CH2:10]2)[CH:5]=[C:6]([Cl:8])[CH:7]=1. The catalyst class is: 12. (4) Reactant: [Si]([O:18][CH:19]1[CH2:22][N:21]([C:23]2[S:24][CH:25]=[C:26]([C:28](=[O:48])[NH:29][C@H:30]3[CH2:34][CH2:33][N:32]([C:35]([O:37][CH2:38][C:39]4[CH:44]=[CH:43][C:42]([N+:45]([O-:47])=[O:46])=[CH:41][CH:40]=4)=[O:36])[CH2:31]3)[N:27]=2)[CH2:20]1)(C(C)(C)C)(C1C=CC=CC=1)C1C=CC=CC=1.C(O)(=O)C.[F-].C([N+](CCCC)(CCCC)CCCC)CCC.C(OCC)(=O)C. Product: [OH:18][CH:19]1[CH2:20][N:21]([C:23]2[S:24][CH:25]=[C:26]([C:28](=[O:48])[NH:29][C@H:30]3[CH2:34][CH2:33][N:32]([C:35]([O:37][CH2:38][C:39]4[CH:44]=[CH:43][C:42]([N+:45]([O-:47])=[O:46])=[CH:41][CH:40]=4)=[O:36])[CH2:31]3)[N:27]=2)[CH2:22]1. The catalyst class is: 30. (5) Reactant: Cl[C:2]1[C:7]2[N:8]=[C:9]3[N:14]([C:6]=2[C:5]([CH3:16])=[C:4]([CH3:17])[N:3]=1)[C@@H:13]([CH3:15])[CH2:12][O:11][CH2:10]3.[CH3:18][O:19][C:20]1[CH:27]=[CH:26][C:23]([CH2:24][NH2:25])=[CH:22][CH:21]=1.Cl.N1C=CC=CC=1.C(Cl)(Cl)Cl. Product: [CH3:18][O:19][C:20]1[CH:27]=[CH:26][C:23]([CH2:24][NH:25][C:2]2[C:7]3[N:8]=[C:9]4[N:14]([C:6]=3[C:5]([CH3:16])=[C:4]([CH3:17])[N:3]=2)[C@@H:13]([CH3:15])[CH2:12][O:11][CH2:10]4)=[CH:22][CH:21]=1. The catalyst class is: 836. (6) Reactant: [CH:1]1([CH2:6][CH:7]([N:11]2[C:19]3[C:14](=[CH:15][CH:16]=[CH:17][CH:18]=3)[C:13](=[O:20])[C:12]2=[O:21])[C:8](O)=[O:9])[CH2:5][CH2:4][CH2:3][CH2:2]1.[N:22]1C=CC=C[C:23]=1[NH2:28].C([N:32]([CH2:36][CH3:37])[CH:33](C)C)(C)C.F[P-](F)(F)(F)(F)F.N1(O[P+](N(C)C)(N(C)C)N(C)C)C2C=CC=CC=2N=N1. Product: [CH:1]1([CH2:6][CH:7]([N:11]2[C:19]3[C:14](=[CH:15][CH:16]=[CH:17][CH:18]=3)[C:13](=[O:20])[C:12]2=[O:21])[C:8]([NH:28][C:23]2[CH:37]=[CH:36][N:32]([CH3:33])[N:22]=2)=[O:9])[CH2:2][CH2:3][CH2:4][CH2:5]1. The catalyst class is: 42.